Dataset: M1 muscarinic receptor agonist screen with 61,833 compounds. Task: Binary Classification. Given a drug SMILES string, predict its activity (active/inactive) in a high-throughput screening assay against a specified biological target. (1) The drug is Clc1ccc(S(=O)(=O)N2C(NC(=O)Nc3noc(c3)C)CCC2)cc1. The result is 0 (inactive). (2) The molecule is O1CCN(Cc2n(c3c(n2)n(c(=O)[nH]c3=O)C)CC(OC)=O)CC1. The result is 0 (inactive). (3) The drug is Clc1ccc(N2CCN(CC2)C(=O)CSc2oc3c(n2)cccc3)cc1. The result is 1 (active).